This data is from Peptide-MHC class I binding affinity with 185,985 pairs from IEDB/IMGT. The task is: Regression. Given a peptide amino acid sequence and an MHC pseudo amino acid sequence, predict their binding affinity value. This is MHC class I binding data. (1) The peptide sequence is RIRTWKSLVK. The MHC is HLA-A68:02 with pseudo-sequence HLA-A68:02. The binding affinity (normalized) is 0. (2) The peptide sequence is KREDQWCGSL. The binding affinity (normalized) is 0.173. The MHC is HLA-B08:01 with pseudo-sequence HLA-B08:01.